This data is from Forward reaction prediction with 1.9M reactions from USPTO patents (1976-2016). The task is: Predict the product of the given reaction. (1) The product is: [CH2:1]([O:3][C:4](=[O:22])[CH2:5][C:6]1[C:11]([NH2:12])=[CH:10][N:9]=[C:8]([N:15]2[CH2:20][CH2:19][N:18]([CH3:21])[CH2:17][CH2:16]2)[CH:7]=1)[CH3:2]. Given the reactants [CH2:1]([O:3][C:4](=[O:22])[CH2:5][C:6]1[C:11]([N+:12]([O-])=O)=[CH:10][N:9]=[C:8]([N:15]2[CH2:20][CH2:19][N:18]([CH3:21])[CH2:17][CH2:16]2)[CH:7]=1)[CH3:2].[H][H], predict the reaction product. (2) Given the reactants Br[C:2]1[CH:7]=[C:6]([O:8][CH2:9][CH2:10][O:11][CH3:12])[CH:5]=[CH:4][C:3]=1[CH3:13].[B:14]1([B:14]2[O:18][C:17]([CH3:20])([CH3:19])[C:16]([CH3:22])([CH3:21])[O:15]2)[O:18][C:17]([CH3:20])([CH3:19])[C:16]([CH3:22])([CH3:21])[O:15]1.C(Cl)Cl.CC([O-])=O.[K+], predict the reaction product. The product is: [CH3:12][O:11][CH2:10][CH2:9][O:8][C:6]1[CH:5]=[CH:4][C:3]([CH3:13])=[C:2]([B:14]2[O:18][C:17]([CH3:20])([CH3:19])[C:16]([CH3:22])([CH3:21])[O:15]2)[CH:7]=1. (3) Given the reactants [F:1][C:2]1[CH:7]=[CH:6][C:5]([C:8]2([C:18]3[CH:23]=[CH:22][C:21]([F:24])=[CH:20][CH:19]=3)[CH2:12][CH2:11][N:10]([CH2:13][C:14]([OH:16])=O)[C:9]2=[O:17])=[CH:4][CH:3]=1.C(Cl)(=O)C(Cl)=O.[F:31][C:32]([F:41])([F:40])[C:33]1[CH:34]=[CH:35][C:36]([NH2:39])=[N:37][CH:38]=1.CN1CCOCC1, predict the reaction product. The product is: [F:24][C:21]1[CH:20]=[CH:19][C:18]([C:8]2([C:5]3[CH:4]=[CH:3][C:2]([F:1])=[CH:7][CH:6]=3)[CH2:12][CH2:11][N:10]([CH2:13][C:14]([NH:39][C:36]3[CH:35]=[CH:34][C:33]([C:32]([F:40])([F:31])[F:41])=[CH:38][N:37]=3)=[O:16])[C:9]2=[O:17])=[CH:23][CH:22]=1. (4) Given the reactants [C:1]([O:4][CH2:5][CH2:6][NH:7][C:8]1[C:13]([N+:14]([O-])=O)=[C:12]([O:17][C:18]2[CH:23]=[CH:22][CH:21]=[CH:20][CH:19]=2)[N:11]=[C:10]([CH3:24])[C:9]=1[CH3:25])(=[O:3])[CH3:2].[H][H], predict the reaction product. The product is: [C:1]([O:4][CH2:5][CH2:6][NH:7][C:8]1[C:9]([CH3:25])=[C:10]([CH3:24])[N:11]=[C:12]([O:17][C:18]2[CH:19]=[CH:20][CH:21]=[CH:22][CH:23]=2)[C:13]=1[NH2:14])(=[O:3])[CH3:2].